This data is from Reaction yield outcomes from USPTO patents with 853,638 reactions. The task is: Predict the reaction yield, written as a fraction of the theoretical maximum amount of product (1.0 means a 100% yield; for example, 0.34 means a 34% yield). The product is [Cl:23][C:20]1[CH:21]=[C:22]2[C:17](=[CH:18][CH:19]=1)[NH:16][C:15]([CH3:24])=[C:14]2[CH:11]1[CH2:12][CH2:13][NH:8][CH2:9][CH2:10]1. The reactants are C(OC([N:8]1[CH2:13][CH2:12][CH:11]([C:14]2[C:22]3[C:17](=[CH:18][CH:19]=[C:20]([Cl:23])[CH:21]=3)[NH:16][C:15]=2[CH3:24])[CH2:10][CH2:9]1)=O)(C)(C)C.C(O)(C(F)(F)F)=O.C(Cl)Cl. The yield is 0.950. No catalyst specified.